Dataset: Catalyst prediction with 721,799 reactions and 888 catalyst types from USPTO. Task: Predict which catalyst facilitates the given reaction. (1) Reactant: [CH3:1][O:2][C:3]1[CH:8]=[CH:7][CH:6]=[CH:5][C:4]=1[C:9]1[C:17]2[C:12](=[N:13][CH:14]=[C:15]([C:18]3[CH:19]=[N:20][CH:21]=[C:22]([CH:26]=3)[C:23](O)=[O:24])[CH:16]=2)[NH:11][N:10]=1.C1[CH:32]=[CH:31][C:30]([CH2:33][NH:34]S(C2C=CC3N=NN(O)C=3C=2)(=O)=O)=CC=1.Cl.CCN=C=NCCCN(C)C.Cl.N1CCCC1. Product: [CH3:1][O:2][C:3]1[CH:8]=[CH:7][CH:6]=[CH:5][C:4]=1[C:9]1[C:17]2[C:12](=[N:13][CH:14]=[C:15]([C:18]3[CH:26]=[C:22]([C:23]([N:34]4[CH2:33][CH2:30][CH2:31][CH2:32]4)=[O:24])[CH:21]=[N:20][CH:19]=3)[CH:16]=2)[NH:11][N:10]=1. The catalyst class is: 239. (2) Reactant: Cl.[Cl:2][C:3]1[CH:8]=[CH:7][CH:6]=[CH:5][C:4]=1[C:9]1([OH:14])[CH2:13][CH2:12][NH:11][CH2:10]1.CN(C(ON1N=NC2C=CC=CC1=2)=[N+](C)C)C.[B-](F)(F)(F)F.C(N(C(C)C)C(C)C)C.[CH3:46][C:47]1[CH:52]=[CH:51][C:50]([C:53]2[C:57]([C:58](O)=[O:59])=[CH:56][O:55][N:54]=2)=[CH:49][CH:48]=1. Product: [Cl:2][C:3]1[CH:8]=[CH:7][CH:6]=[CH:5][C:4]=1[C:9]1([OH:14])[CH2:13][CH2:12][N:11]([C:58]([C:57]2[C:53]([C:50]3[CH:51]=[CH:52][C:47]([CH3:46])=[CH:48][CH:49]=3)=[N:54][O:55][CH:56]=2)=[O:59])[CH2:10]1. The catalyst class is: 3. (3) Reactant: [Cl:1][C:2]1[C:11]2[C:6](=[CH:7][C:8]([O:12][CH3:13])=[CH:9][CH:10]=2)[C:5]([C:14]([OH:16])=[O:15])=[CH:4][N:3]=1.[Si](C=[N+]=[N-])(C)(C)[CH3:18]. Product: [Cl:1][C:2]1[C:11]2[C:6](=[CH:7][C:8]([O:12][CH3:13])=[CH:9][CH:10]=2)[C:5]([C:14]([O:16][CH3:18])=[O:15])=[CH:4][N:3]=1. The catalyst class is: 36. (4) Reactant: [OH:1][B:2]1[CH:7]([NH:8][C:9](=[O:17])[CH2:10][C:11]2[CH:16]=[CH:15][N:14]=[CH:13][CH:12]=2)[CH2:6][C:5]2[CH:18]=[CH:19][CH:20]=[C:21]([C:22]([OH:24])=[O:23])[C:4]=2[O:3]1. Product: [CH2:21]([O:23][C:22]([C:21]1[C:4]2[O:3][B:2]([OH:1])[C@@H:7]([NH:8][C:9](=[O:17])[CH2:10][C:11]3[CH:12]=[CH:13][N:14]=[CH:15][CH:16]=3)[CH2:6][C:5]=2[CH:18]=[CH:19][CH:20]=1)=[O:24])[CH2:4][CH2:5][CH3:6]. The catalyst class is: 51. (5) Product: [F:23][CH2:22][CH2:21][N:16]1[C:12]2[CH:11]=[CH:10][C:9]([N+:6]([O-:8])=[O:7])=[CH:19][C:13]=2[CH2:14][S:15]1(=[O:18])=[O:17]. Reactant: C([O-])(O)=O.[Na+].[N+:6]([C:9]1[CH:10]=[CH:11][C:12]2[NH:16][S:15](=[O:18])(=[O:17])[CH2:14][C:13]=2[CH:19]=1)([O-:8])=[O:7].Br[CH2:21][CH2:22][F:23]. The catalyst class is: 6. (6) Reactant: [F:1][C:2]([F:14])([F:13])[O:3][C:4]1[CH:12]=[CH:11][C:7](C(O)=O)=[CH:6][CH:5]=1.CCN=C=NCCC[N:23]([CH3:25])C.C1C=CC2N([OH:35])N=NC=2C=1.CN1CCOCC1.N[C:44]1[CH:64]=[CH:63][CH:62]=[CH:61][C:45]=1[CH2:46][NH:47][C:48]1[C:57]2[C:52](=[C:53]([C:58]([NH2:60])=[O:59])[CH:54]=[CH:55][CH:56]=2)[N:51]=[CH:50][N:49]=1. Product: [F:14][C:2]([F:1])([F:13])[O:3][C:4]1[CH:5]=[C:6]([CH:7]=[CH:11][CH:12]=1)[C:25]([NH:23][C:64]1[CH:44]=[C:45]([CH:61]=[CH:62][CH:63]=1)[CH2:46][NH:47][C:48]1[C:57]2[C:52](=[C:53]([C:58]([NH2:60])=[O:59])[CH:54]=[CH:55][CH:56]=2)[N:51]=[CH:50][N:49]=1)=[O:35]. The catalyst class is: 3. (7) Product: [CH2:8]([O:15][C:16]([NH:1][C@@H:2]([C:5]([OH:7])=[O:6])[CH2:3][OH:4])=[O:17])[C:9]1[CH:14]=[CH:13][CH:12]=[CH:11][CH:10]=1. The catalyst class is: 6. Reactant: [NH2:1][C@@H:2]([C:5]([OH:7])=[O:6])[CH2:3][OH:4].[CH2:8]([O:15][C:16](Cl)=[O:17])[C:9]1[CH:14]=[CH:13][CH:12]=[CH:11][CH:10]=1.C(=O)(O)[O-].[Na+]. (8) Reactant: [Cl:1][C:2]1[CH:3]=[C:4]2[C:12](=[CH:13][CH:14]=1)[NH:11][C:10]1[CH:9]([NH2:15])[CH2:8][CH2:7][CH2:6][C:5]2=1.CS([C:20]1[N:25]=[CH:24][CH:23]=[CH:22][N:21]=1)(=O)=O. Product: [Cl:1][C:2]1[CH:3]=[C:4]2[C:12](=[CH:13][CH:14]=1)[NH:11][C:10]1[CH:9]([NH:15][C:20]3[N:25]=[CH:24][CH:23]=[CH:22][N:21]=3)[CH2:8][CH2:7][CH2:6][C:5]2=1. The catalyst class is: 508.